From a dataset of Catalyst prediction with 721,799 reactions and 888 catalyst types from USPTO. Predict which catalyst facilitates the given reaction. (1) Reactant: [OH-].[Li+].[Br:3][C:4]1[N:8]([C:9]2[C:18]3[C:13](=[CH:14][CH:15]=[CH:16][CH:17]=3)[C:12]([C:19]#[N:20])=[CH:11][CH:10]=2)[C:7]([S:21][CH2:22][C:23]([NH:25][CH2:26][C:27]([O:29]CC)=[O:28])=[O:24])=[N:6][CH:5]=1.C1COCC1.O.Cl. Product: [Br:3][C:4]1[N:8]([C:9]2[C:18]3[C:13](=[CH:14][CH:15]=[CH:16][CH:17]=3)[C:12]([C:19]#[N:20])=[CH:11][CH:10]=2)[C:7]([S:21][CH2:22][C:23]([NH:25][CH2:26][C:27]([OH:29])=[O:28])=[O:24])=[N:6][CH:5]=1. The catalyst class is: 6. (2) The catalyst class is: 312. Reactant: [C:1]([O:5][C:6](=[O:42])[NH:7][CH:8]([CH2:36][C:37]1[S:38][CH:39]=[CH:40][CH:41]=1)[C:9]([N:11]1[CH2:16][CH2:15][C:14]([C:27](=[O:35])[NH:28][CH:29]2[CH2:34][CH2:33][CH2:32][CH2:31][CH2:30]2)([CH2:17][C:18]2[CH:23]=[CH:22][C:21]([N+:24]([O-])=O)=[CH:20][CH:19]=2)[CH2:13][CH2:12]1)=[O:10])([CH3:4])([CH3:3])[CH3:2].C(O)C.[H][H]. Product: [C:1]([O:5][C:6](=[O:42])[NH:7][C@@H:8]([CH2:36][C:37]1[S:38][CH:39]=[CH:40][CH:41]=1)[C:9]([N:11]1[CH2:12][CH2:13][C:14]([CH2:17][C:18]2[CH:19]=[CH:20][C:21]([NH2:24])=[CH:22][CH:23]=2)([C:27](=[O:35])[NH:28][CH:29]2[CH2:34][CH2:33][CH2:32][CH2:31][CH2:30]2)[CH2:15][CH2:16]1)=[O:10])([CH3:4])([CH3:2])[CH3:3]. (3) Product: [Cl:1][C:2]1[C:3]([O:17][CH2:18][CH3:19])=[C:4]([CH2:13][OH:14])[C:5]2[O:9][C:8]([CH2:10][CH3:11])=[CH:7][C:6]=2[CH:12]=1.[CH2:18]([O:17][C:3]1[CH:2]=[CH:12][C:6]2[CH:7]=[C:8]([CH2:10][CH3:11])[O:9][C:5]=2[C:4]=1[CH2:13][OH:14])[CH3:19]. The catalyst class is: 7. Reactant: [Cl:1][C:2]1[C:3]([O:17][CH2:18][CH3:19])=[C:4]([C:13](OC)=[O:14])[C:5]2[O:9][C:8]([CH2:10][CH3:11])=[CH:7][C:6]=2[CH:12]=1.[H-].[H-].[H-].[H-].[Li+].[Al+3]. (4) Reactant: N1C=CC=CC=1.[CH3:7][C:8]1[CH:9]=[C:10]([OH:28])[C:11]2[CH:12]=[C:13]([C:18]3[CH:23]=[CH:22][CH:21]=[C:20]([C:24]([F:27])([F:26])[F:25])[CH:19]=3)[N:14]=[N:15][C:16]=2[CH:17]=1.[C:29](OC(=O)C)(=[O:31])[CH3:30]. Product: [C:29]([O:28][C:10]1[CH:9]=[C:8]([CH3:7])[CH:17]=[C:16]2[C:11]=1[CH:12]=[C:13]([C:18]1[CH:23]=[CH:22][CH:21]=[C:20]([C:24]([F:27])([F:26])[F:25])[CH:19]=1)[N:14]=[N:15]2)(=[O:31])[CH3:30]. The catalyst class is: 195. (5) Reactant: [NH2:1][CH2:2][C@@H:3]1[CH2:7][CH2:6][N:5]([C:8]2[C:17]3[C:12](=[CH:13][C:14]([CH3:18])=[CH:15][CH:16]=3)[N:11]=[C:10]([C:19]3[CH:24]=[CH:23][CH:22]=[CH:21][C:20]=3[OH:25])[N:9]=2)[CH2:4]1.CN(C=O)C.C(N(CC)CC)C.Cl[C:39]([O:41][CH2:42][C:43]([CH3:46])([CH3:45])[CH3:44])=[O:40]. Product: [OH:25][C:20]1[CH:21]=[CH:22][CH:23]=[CH:24][C:19]=1[C:10]1[N:9]=[C:8]([N:5]2[CH2:6][CH2:7][C@@H:3]([CH2:2][NH:1][C:39](=[O:40])[O:41][CH2:42][C:43]([CH3:46])([CH3:45])[CH3:44])[CH2:4]2)[C:17]2[C:12](=[CH:13][C:14]([CH3:18])=[CH:15][CH:16]=2)[N:11]=1. The catalyst class is: 2. (6) Reactant: [NH2:1][C:2]1[N:3]([CH3:22])[C:4](=[O:21])[C:5]2[C:10]([C:11]3[C:16]([CH3:17])=[CH:15][C:14]([CH3:18])=[CH:13][C:12]=3[CH3:19])=[CH:9][N:8]([CH3:20])[C:6]=2[N:7]=1.CN(C)C=O.[H-].[Na+].[CH3:30][O:31][CH2:32][CH2:33]Br. Product: [C:12]1([CH3:19])[CH:13]=[C:14]([CH3:18])[CH:15]=[C:16]([CH3:17])[C:11]=1[C:10]1[C:5]2[C:4](=[O:21])[N:3]([CH3:22])[C:2]([NH:1][CH2:33][CH2:32][O:31][CH3:30])=[N:7][C:6]=2[N:8]([CH3:20])[CH:9]=1. The catalyst class is: 6.